This data is from Full USPTO retrosynthesis dataset with 1.9M reactions from patents (1976-2016). The task is: Predict the reactants needed to synthesize the given product. (1) Given the product [NH2:4][C:5]1[CH:6]=[CH:25][C:19]2[CH:24]=[C:16]([C:13]3[CH:14]=[CH:15][C:10]([C:8]4[S:7][C:6]([C:25]([O:27][CH3:28])=[O:26])=[C:5]([N:4]([C:29]([C@H:31]5[CH2:36][CH2:35][C@H:34]([CH3:37])[CH2:33][CH2:32]5)=[O:30])[CH:2]([CH3:1])[CH3:3])[CH:9]=4)=[CH:11][CH:12]=3)[O:44][C:41]=2[CH:9]=1, predict the reactants needed to synthesize it. The reactants are: [CH3:1][CH:2]([N:4]([C:29]([C@H:31]1[CH2:36][CH2:35][C@H:34]([C:37](F)(F)F)[CH2:33][CH2:32]1)=[O:30])[C:5]1[CH:9]=[C:8]([C:10]2[CH:15]=[CH:14][C:13]([C:16]3[CH:24]=[C:19]4N=CC=CN4N=3)=[CH:12][CH:11]=2)[S:7][C:6]=1[C:25]([O:27][CH3:28])=[O:26])[CH3:3].[C:41](=[O:44])([O-])[O-].[Na+].[Na+]. (2) Given the product [CH:1]1([N:4]2[C:13]3[C:8](=[CH:9][CH:10]=[CH:11][CH:12]=3)[N:7]([C:14](=[O:19])[C:15]([O:18][CH2:23][C:24]3[CH:29]=[C:28]([Cl:30])[CH:27]=[CH:26][C:25]=3[Cl:31])([CH3:16])[CH3:17])[CH2:6][CH2:5]2)[CH2:2][CH2:3]1, predict the reactants needed to synthesize it. The reactants are: [CH:1]1([N:4]2[C:13]3[C:8](=[CH:9][CH:10]=[CH:11][CH:12]=3)[N:7]([C:14](=[O:19])[C:15]([OH:18])([CH3:17])[CH3:16])[CH2:6][CH2:5]2)[CH2:3][CH2:2]1.[H-].[Na+].Br[CH2:23][C:24]1[CH:29]=[C:28]([Cl:30])[CH:27]=[CH:26][C:25]=1[Cl:31].